From a dataset of Peptide-MHC class I binding affinity with 185,985 pairs from IEDB/IMGT. Regression. Given a peptide amino acid sequence and an MHC pseudo amino acid sequence, predict their binding affinity value. This is MHC class I binding data. (1) The MHC is HLA-A02:06 with pseudo-sequence HLA-A02:06. The peptide sequence is ELTTVFIKYV. The binding affinity (normalized) is 0.433. (2) The MHC is HLA-B51:01 with pseudo-sequence HLA-B51:01. The peptide sequence is FTFDLTALK. The binding affinity (normalized) is 0.0847. (3) The peptide sequence is GQPGGGNPL. The MHC is Mamu-A01 with pseudo-sequence Mamu-A01. The binding affinity (normalized) is 0.